This data is from Rat liver microsome stability data. The task is: Regression/Classification. Given a drug SMILES string, predict its absorption, distribution, metabolism, or excretion properties. Task type varies by dataset: regression for continuous measurements (e.g., permeability, clearance, half-life) or binary classification for categorical outcomes (e.g., BBB penetration, CYP inhibition). Dataset: rlm. (1) The compound is CCOC(=O)c1nn(-c2ccc(OC)cc2)c(=O)c2c(N)scc12. The result is 1 (stable in rat liver microsomes). (2) The molecule is O=C(Nc1nccs1)[C@H](CC1CCCCC1)N1CCN(S(=O)(=O)C2CCCC2)CC1=O. The result is 1 (stable in rat liver microsomes). (3) The drug is N#Cc1ccc(-c2cnc3ccc(-c4ccc(C(=O)N5CCOCC5)cc4)cn23)cc1. The result is 0 (unstable in rat liver microsomes).